This data is from Full USPTO retrosynthesis dataset with 1.9M reactions from patents (1976-2016). The task is: Predict the reactants needed to synthesize the given product. (1) Given the product [Br:1][C:2]1[C:3]([O:16][CH2:22][CH:23]([Cl:25])[Cl:24])=[C:4]2[C:9](=[CH:10][CH:11]=1)[N:8]([C:12](=[O:14])[CH3:13])[C@@H:7]([CH3:15])[CH2:6][CH2:5]2, predict the reactants needed to synthesize it. The reactants are: [Br:1][C:2]1[C:3]([OH:16])=[C:4]2[C:9](=[CH:10][CH:11]=1)[N:8]([C:12](=[O:14])[CH3:13])[C@@H:7]([CH3:15])[CH2:6][CH2:5]2.CS(O[CH2:22][CH:23]([Cl:25])[Cl:24])(=O)=O.C(=O)([O-])[O-].[K+].[K+]. (2) Given the product [CH3:1][C:2]1[N:3]([S:33]([C:29]2[CH:28]=[N:27][CH:32]=[CH:31][CH:30]=2)(=[O:35])=[O:34])[CH:4]=[CH:5][C:6]=1[CH:7]=[O:8], predict the reactants needed to synthesize it. The reactants are: [CH3:1][C:2]1[NH:3][CH:4]=[CH:5][C:6]=1[CH:7]=[O:8].[H-].[Na+].C1OCCOCCOCCOCCOC1.Cl.[N:27]1[CH:32]=[CH:31][CH:30]=[C:29]([S:33](Cl)(=[O:35])=[O:34])[CH:28]=1. (3) Given the product [Br:1][C:2]1[CH:7]=[CH:6][C:5]([N+:8]([O-:10])=[O:9])=[C:4]([CH:3]=1)[NH:19][CH3:18], predict the reactants needed to synthesize it. The reactants are: [Br:1][C:2]1[CH:7]=[CH:6][C:5]([N+:8]([O-:10])=[O:9])=[C:4](F)[CH:3]=1.O1CCOCC1.[CH3:18][NH2:19].CO. (4) Given the product [Cl:1][C:2]1[CH:3]=[C:4]([O:14][CH3:13])[C:5]([O:8][CH2:9][C:10]#[CH:11])=[N:6][CH:7]=1, predict the reactants needed to synthesize it. The reactants are: [Cl:1][C:2]1[CH:3]=[C:4](F)[C:5]([O:8][CH2:9][C:10]#[CH:11])=[N:6][CH:7]=1.[CH3:13][O-:14].[Na+].O. (5) Given the product [Cl:17][C:18]1[C:19]([O:54][C@H:53]2[CH2:52][CH2:47][C@H:51]([CH:50]([CH3:49])[CH3:35])[CH2:14][CH2:2]2)=[CH:20][C:21]([F:33])=[C:22]([CH:32]=1)[C:23]([NH:25][S:26](=[O:31])(=[O:30])[N:27]([CH3:29])[CH3:28])=[O:24], predict the reactants needed to synthesize it. The reactants are: Cl[C:2]1C(F)=CC(F)=C([CH:14]=1)C(NS(C)(=O)=O)=O.[Cl:17][C:18]1[C:19](F)=[CH:20][C:21]([F:33])=[C:22]([CH:32]=1)[C:23]([NH:25][S:26](=[O:31])(=[O:30])[N:27]([CH3:29])[CH3:28])=[O:24].[C:35]12(CO)CC3CC(CC(C3)C1)C2.[CH:47]1([CH2:52][CH2:53][OH:54])[CH2:51][CH2:50][CH2:49]C1.